Task: Predict the reaction yield, written as a fraction of the theoretical maximum amount of product (1.0 means a 100% yield; for example, 0.34 means a 34% yield).. Dataset: Reaction yield outcomes from USPTO patents with 853,638 reactions (1) The reactants are [CH:1]1[C:10]2[C:5](=[CH:6][CH:7]=[CH:8][CH:9]=2)[CH:4]=[CH:3][C:2]=1[CH:11]=[CH:12][C:13]([NH:15][C:16]1[CH:26]=[CH:25][C:19]([C:20]([O:22][CH2:23][CH3:24])=[O:21])=[CH:18][CH:17]=1)=[O:14].[N+:27]([CH2:30]C(C1C=CC=CC=1)CC(NC1C=CC(C(OCC)=O)=CC=1)=O)([O-:29])=[O:28]. No catalyst specified. The product is [CH:1]1[C:10]2[C:5](=[CH:6][CH:7]=[CH:8][CH:9]=2)[CH:4]=[CH:3][C:2]=1[CH:11]([CH2:30][N+:27]([O-:29])=[O:28])[CH2:12][C:13]([NH:15][C:16]1[CH:17]=[CH:18][C:19]([C:20]([O:22][CH2:23][CH3:24])=[O:21])=[CH:25][CH:26]=1)=[O:14]. The yield is 0.700. (2) The reactants are Cl.[Br:2][C:3]1[CH:10]=[CH:9][C:6]([CH2:7][NH2:8])=[CH:5][CH:4]=1.C(N(CC)CC)C.[C:18]([O:22][C:23](O[C:23]([O:22][C:18]([CH3:21])([CH3:20])[CH3:19])=[O:24])=[O:24])([CH3:21])([CH3:20])[CH3:19]. The catalyst is C(Cl)Cl. The product is [C:18]([O:22][C:23]([NH:8][CH2:7][C:6]1[CH:9]=[CH:10][C:3]([Br:2])=[CH:4][CH:5]=1)=[O:24])([CH3:21])([CH3:20])[CH3:19]. The yield is 0.990. (3) The reactants are O(C)C.[CH2:4]([SH:8])[CH2:5][CH2:6][SH:7].[F:9][C:10]1[CH:11]=[C:12]([CH:15]=[C:16]([F:18])[CH:17]=1)[CH:13]=O.CCOC(C)=O.CCCCCC. The catalyst is C(Cl)Cl. The product is [F:9][C:10]1[CH:11]=[C:12]([CH:13]2[S:8][CH2:4][CH2:5][CH2:6][S:7]2)[CH:15]=[C:16]([F:18])[CH:17]=1. The yield is 1.03. (4) The reactants are F[C:2]1[CH:3]=[C:4]([C:34]2[C:35]([C:40]#[N:41])=[CH:36][CH:37]=[CH:38][CH:39]=2)[CH:5]=[CH:6][C:7]=1[CH2:8][C:9]1[C:10](=[O:33])[N:11]([C@H:21]2[CH2:26][CH2:25][C@H:24]([O:27][CH:28]([CH:30]3[CH2:32][O:31]3)[CH3:29])[CH2:23][CH2:22]2)[C:12]2[N:13]([N:18]=[CH:19][N:20]=2)[C:14]=1[CH2:15][CH2:16][CH3:17].CCCC[N+](CCCC)(CCCC)CCCC.[FH:59].[FH:60].[F-]. The catalyst is ClC1C=CC=CC=1. The product is [F:59][C:2]1[CH:3]=[C:4]([C:34]2[C:35]([C:40]#[N:41])=[CH:36][CH:37]=[CH:38][CH:39]=2)[CH:5]=[CH:6][C:7]=1[CH2:8][C:9]1[C:10](=[O:33])[N:11]([C@H:21]2[CH2:26][CH2:25][C@H:24]([O:27][CH:28]([CH3:29])[CH:30]([OH:31])[CH2:32][F:60])[CH2:23][CH2:22]2)[C:12]2[N:13]([N:18]=[CH:19][N:20]=2)[C:14]=1[CH2:15][CH2:16][CH3:17]. The yield is 0.510. (5) The reactants are [N:1]1[NH:2][N:3]=[N:4][C:5]=1[NH2:6].Cl[CH2:8][C:9]1[C:10]([CH3:15])=[N:11][O:12][C:13]=1[CH3:14].C(=O)([O-])[O-].[K+].[K+]. The catalyst is CN(C=O)C.ClCCl. The product is [CH3:15][C:10]1[C:9]([CH2:8][N:2]2[N:3]=[N:4][C:5]([NH2:6])=[N:1]2)=[C:13]([CH3:14])[O:12][N:11]=1. The yield is 0.400. (6) The reactants are [CH2:1]([NH:8][S:9]([C:12]1[C:17]([Cl:18])=[CH:16][CH:15]=[C:14]([N+:19]([O-])=O)[C:13]=1[OH:22])(=[O:11])=[O:10])[C:2]1[CH:7]=[CH:6][CH:5]=[CH:4][CH:3]=1. The catalyst is C(OCC)(=O)C.[Pd]. The product is [CH2:1]([NH:8][S:9]([C:12]1[C:17]([Cl:18])=[CH:16][CH:15]=[C:14]([NH2:19])[C:13]=1[OH:22])(=[O:11])=[O:10])[C:2]1[CH:7]=[CH:6][CH:5]=[CH:4][CH:3]=1. The yield is 0.850. (7) The reactants are [CH2:1]([O:8][C:9]1[CH:14]=[CH:13][C:12]([N:15]2[CH2:20][CH2:19][N:18](C(OC(C)(C)C)=O)[CH2:17][C:16]2=[O:28])=[CH:11][CH:10]=1)[CH2:2][CH2:3][CH2:4][CH2:5][CH2:6][CH3:7].Cl.O1CCOCC1. No catalyst specified. The product is [CH2:1]([O:8][C:9]1[CH:14]=[CH:13][C:12]([N:15]2[CH2:20][CH2:19][NH:18][CH2:17][C:16]2=[O:28])=[CH:11][CH:10]=1)[CH2:2][CH2:3][CH2:4][CH2:5][CH2:6][CH3:7]. The yield is 0.800.